From a dataset of Forward reaction prediction with 1.9M reactions from USPTO patents (1976-2016). Predict the product of the given reaction. The product is: [Cl:26][C:5]1[CH:6]=[C:7]([C:8]([NH:10][C@H:11]([C:13]2[CH:14]=[CH:15][C:16]([C:17]([OH:19])=[O:18])=[CH:24][CH:25]=2)[CH3:12])=[O:9])[C:2]([O:35][C:30]2[CH:29]=[C:28]([F:27])[CH:33]=[C:32]([F:34])[CH:31]=2)=[N:3][CH:4]=1. Given the reactants Cl[C:2]1[C:7]([C:8]([NH:10][C@H:11]([C:13]2[CH:25]=[CH:24][C:16]([C:17]([O:19]C(C)(C)C)=[O:18])=[CH:15][CH:14]=2)[CH3:12])=[O:9])=[CH:6][C:5]([Cl:26])=[CH:4][N:3]=1.[F:27][C:28]1[CH:29]=[C:30]([OH:35])[CH:31]=[C:32]([F:34])[CH:33]=1, predict the reaction product.